From a dataset of Full USPTO retrosynthesis dataset with 1.9M reactions from patents (1976-2016). Predict the reactants needed to synthesize the given product. Given the product [O:21]=[S:20]1(=[O:22])[CH2:19][CH2:18][CH2:17][N:1]1[C:2]1[CH:11]=[CH:10][C:5]([C:6]([OH:8])=[O:7])=[C:4]([S:12]([CH3:15])(=[O:14])=[O:13])[CH:3]=1, predict the reactants needed to synthesize it. The reactants are: [NH2:1][C:2]1[CH:11]=[CH:10][C:5]([C:6]([O:8]C)=[O:7])=[C:4]([S:12]([CH3:15])(=[O:14])=[O:13])[CH:3]=1.Cl[CH2:17][CH2:18][CH2:19][S:20](Cl)(=[O:22])=[O:21].